From a dataset of Catalyst prediction with 721,799 reactions and 888 catalyst types from USPTO. Predict which catalyst facilitates the given reaction. Reactant: Cl[C:2]1[C:3]2[S:23][CH2:22][CH2:21][C:4]=2[N:5]=[C:6]([N:8]2[CH2:13][CH2:12][N:11]([C:14]3[CH:19]=[CH:18][C:17]([Cl:20])=[CH:16][CH:15]=3)[CH2:10][CH2:9]2)[N:7]=1.[N-:24]=[N+:25]=[N-:26].[Na+]. Product: [N:24]([C:2]1[C:3]2[S:23][CH2:22][CH2:21][C:4]=2[N:5]=[C:6]([N:8]2[CH2:13][CH2:12][N:11]([C:14]3[CH:19]=[CH:18][C:17]([Cl:20])=[CH:16][CH:15]=3)[CH2:10][CH2:9]2)[N:7]=1)=[N+:25]=[N-:26]. The catalyst class is: 9.